This data is from Full USPTO retrosynthesis dataset with 1.9M reactions from patents (1976-2016). The task is: Predict the reactants needed to synthesize the given product. (1) Given the product [OH:4][CH2:5][C:6]1[CH:15]=[C:14]([CH3:16])[C:13]2[CH:12]=[C:11]3[O:17][C:18]([CH3:22])([CH3:23])[C@H:19]([OH:21])[C@@H:20]([NH:38][CH2:37][CH2:36][C:30]4[CH:35]=[CH:34][CH:33]=[CH:32][CH:31]=4)[C:10]3=[CH:9][C:8]=2[N:7]=1, predict the reactants needed to synthesize it. The reactants are: C([O:4][CH2:5][C:6]1[CH:15]=[C:14]([CH3:16])[C:13]2[CH:12]=[C:11]3[O:17][C:18]([CH3:23])([CH3:22])[C@@H:19]4[O:21][C@@H:20]4[C:10]3=[CH:9][C:8]=2[N:7]=1)(=O)C.Cl([O-])(=O)(=O)=O.[Li+].[C:30]1([CH2:36][CH2:37][NH2:38])[CH:35]=[CH:34][CH:33]=[CH:32][CH:31]=1.C(=O)([O-])O.[Na+]. (2) The reactants are: O=C1CCC(=O)N1O[C:9](=[O:27])[C:10]1[CH:15]=[CH:14][C:13]([O:16][C:17](=[O:26])[N:18]([CH3:25])[C:19]2[CH:24]=[CH:23][CH:22]=[CH:21][CH:20]=2)=[CH:12][CH:11]=1.[CH3:28][NH:29][CH2:30][CH2:31][C:32]1[CH:37]=[CH:36][CH:35]=[CH:34][CH:33]=1. Given the product [CH3:28][N:29]([CH2:30][CH2:31][C:32]1[CH:37]=[CH:36][CH:35]=[CH:34][CH:33]=1)[C:9]([C:10]1[CH:11]=[CH:12][C:13]([O:16][C:17](=[O:26])[N:18]([CH3:25])[C:19]2[CH:20]=[CH:21][CH:22]=[CH:23][CH:24]=2)=[CH:14][CH:15]=1)=[O:27], predict the reactants needed to synthesize it. (3) Given the product [CH2:1]([O:8][CH:9]1[CH2:14][CH2:13][CH:12]([O:15][C:16]2[N:17]=[N:18][C:19]([N:30]3[CH2:31][CH2:32][N:27]([S:24]([CH3:23])(=[O:26])=[O:25])[CH2:28][CH2:29]3)=[CH:20][CH:21]=2)[CH2:11][CH2:10]1)[C:2]1[CH:7]=[CH:6][CH:5]=[CH:4][CH:3]=1, predict the reactants needed to synthesize it. The reactants are: [CH2:1]([O:8][CH:9]1[CH2:14][CH2:13][CH:12]([O:15][C:16]2[N:17]=[N:18][C:19](Br)=[CH:20][CH:21]=2)[CH2:11][CH2:10]1)[C:2]1[CH:7]=[CH:6][CH:5]=[CH:4][CH:3]=1.[CH3:23][S:24]([N:27]1[CH2:32][CH2:31][NH:30][CH2:29][CH2:28]1)(=[O:26])=[O:25].CC(C1C=C(C(C)C)C(C2C=CC=CC=2P(C2CCCCC2)C2CCCCC2)=C(C(C)C)C=1)C.C([O-])([O-])=O.[Cs+].[Cs+].[O-]S([O-])(=O)=O.[Mg+2]. (4) Given the product [N+:22]([C:25]1[CH:26]=[C:27]([CH:31]=[CH:32][CH:33]=1)[C:28]([NH:1][C:2]1[C:11]2[C:6](=[CH:7][CH:8]=[CH:9][CH:10]=2)[CH:5]=[CH:4][C:3]=1[C:12]([OH:21])([C:13]([F:14])([F:15])[F:16])[C:17]([F:18])([F:19])[F:20])=[O:29])([O-:24])=[O:23], predict the reactants needed to synthesize it. The reactants are: [NH2:1][C:2]1[C:11]2[C:6](=[CH:7][CH:8]=[CH:9][CH:10]=2)[CH:5]=[CH:4][C:3]=1[C:12]([OH:21])([C:17]([F:20])([F:19])[F:18])[C:13]([F:16])([F:15])[F:14].[N+:22]([C:25]1[CH:26]=[C:27]([CH:31]=[CH:32][CH:33]=1)[C:28](Cl)=[O:29])([O-:24])=[O:23].